Dataset: Buchwald-Hartwig C-N cross coupling reaction yields with 55,370 reactions. Task: Predict the reaction yield, written as a fraction of the theoretical maximum amount of product (1.0 means a 100% yield; for example, 0.34 means a 34% yield). The reactants are Brc1cccnc1.Cc1ccc(N)cc1.O=S(=O)(O[Pd]1c2ccccc2-c2ccccc2N~1)C(F)(F)F.CC(C)c1cc(C(C)C)c(-c2ccccc2P(C(C)(C)C)C(C)(C)C)c(C(C)C)c1.CN(C)C(=NC(C)(C)C)N(C)C.CCOC(=O)c1cnoc1. No catalyst specified. The product is Cc1ccc(Nc2cccnc2)cc1. The yield is 0.0240.